Dataset: Forward reaction prediction with 1.9M reactions from USPTO patents (1976-2016). Task: Predict the product of the given reaction. (1) Given the reactants [NH2:1][CH2:2][C:3]1[CH:11]=[CH:10][C:6]([C:7]([OH:9])=[O:8])=[CH:5][CH:4]=1.[CH:12]1[C:24]2[CH:23]([CH2:25][O:26][C:27](ON3C(=O)CCC3=O)=[O:28])[C:22]3[C:17](=[CH:18][CH:19]=[CH:20][CH:21]=3)[C:16]=2[CH:15]=[CH:14][CH:13]=1.CC(C)=O.Cl, predict the reaction product. The product is: [CH:12]1[C:24]2[CH:23]([CH2:25][O:26][C:27]([NH:1][CH2:2][C:3]3[CH:4]=[CH:5][C:6]([C:7]([OH:9])=[O:8])=[CH:10][CH:11]=3)=[O:28])[C:22]3[C:17](=[CH:18][CH:19]=[CH:20][CH:21]=3)[C:16]=2[CH:15]=[CH:14][CH:13]=1. (2) Given the reactants CCN(C(C)C)C(C)C.[C:10]([C:14]1[N:22]=[C:21]2[C:17]([N:18]=[CH:19][NH:20]2)=[C:16](Cl)[N:15]=1)([CH3:13])([CH3:12])[CH3:11].[NH:24]1[CH2:28][CH2:27][C@H:26]([OH:29])[CH2:25]1.C(O)(=O)CC(CC(O)=O)(C(O)=O)O, predict the reaction product. The product is: [C:10]([C:14]1[N:22]=[C:21]2[C:17]([N:18]=[CH:19][NH:20]2)=[C:16]([N:24]2[CH2:28][CH2:27][C@H:26]([OH:29])[CH2:25]2)[N:15]=1)([CH3:13])([CH3:12])[CH3:11]. (3) Given the reactants [Cl:1][C:2]1[CH:32]=[C:31]([Cl:33])[CH:30]=[CH:29][C:3]=1[O:4][C:5]1[CH:10]=[CH:9][CH:8]=[CH:7][C:6]=1[NH:11][S:12]([C:15]1[CH:28]=[CH:27][C:18]([C:19]([NH:21][CH2:22][CH2:23][C:24](O)=[O:25])=[O:20])=[CH:17][CH:16]=1)(=[O:14])=[O:13].[C:34]([O:38][C:39]([N:41]1[CH2:46][CH2:45][CH:44]([NH2:47])[CH2:43][CH2:42]1)=[O:40])([CH3:37])([CH3:36])[CH3:35], predict the reaction product. The product is: [C:34]([O:38][C:39]([N:41]1[CH2:46][CH2:45][CH:44]([NH:47][C:24](=[O:25])[CH2:23][CH2:22][NH:21][C:19](=[O:20])[C:18]2[CH:17]=[CH:16][C:15]([S:12](=[O:14])(=[O:13])[NH:11][C:6]3[CH:7]=[CH:8][CH:9]=[CH:10][C:5]=3[O:4][C:3]3[CH:29]=[CH:30][C:31]([Cl:33])=[CH:32][C:2]=3[Cl:1])=[CH:28][CH:27]=2)[CH2:43][CH2:42]1)=[O:40])([CH3:37])([CH3:35])[CH3:36]. (4) The product is: [C:51]([O:50][C:49]([NH:48][CH2:47][CH2:46][C:1]([O:44][CH2:43][C:36]1[CH:37]=[C:38]([F:42])[C:39]([F:41])=[CH:40][C:35]=1[C:19]1[CH:20]=[C:21]2[C:16](=[CH:17][CH:18]=1)[N:15]=[C:14]([NH2:13])[N:23]=[C:22]2[C:24]([N:26]1[CH2:27][C:28]2[C:33](=[CH:32][CH:31]=[CH:30][CH:29]=2)[CH2:34]1)=[O:25])=[O:2])=[O:55])([CH3:54])([CH3:53])[CH3:52]. Given the reactants [C:1](N1C=CN=C1)(N1C=CN=C1)=[O:2].[NH2:13][C:14]1[N:23]=[C:22]([C:24]([N:26]2[CH2:34][C:33]3[C:28](=[CH:29][CH:30]=[CH:31][CH:32]=3)[CH2:27]2)=[O:25])[C:21]2[C:16](=[CH:17][CH:18]=[C:19]([C:35]3[CH:40]=[C:39]([F:41])[C:38]([F:42])=[CH:37][C:36]=3[CH2:43][OH:44])[CH:20]=2)[N:15]=1.O[CH2:46][CH2:47][NH:48][C:49](=[O:55])[O:50][C:51]([CH3:54])([CH3:53])[CH3:52].N12CCCN=C1CCCCC2.Cl.C(=O)(O)[O-], predict the reaction product. (5) Given the reactants C(OC([NH:8][CH2:9][C@H:10]([N:15]1[CH2:19][CH2:18][CH2:17][CH2:16]1)[C:11]([O:13][CH3:14])=[O:12])=O)(C)(C)C.[ClH:20], predict the reaction product. The product is: [ClH:20].[ClH:20].[NH2:8][CH2:9][C@H:10]([N:15]1[CH2:16][CH2:17][CH2:18][CH2:19]1)[C:11]([O:13][CH3:14])=[O:12]. (6) Given the reactants [N:1]1[C:6]2[CH2:7][NH:8][CH2:9][CH2:10][C:5]=2[C:4](=[O:11])[NH:3][CH:2]=1.CCN(C(C)C)C(C)C.Cl[C:22]1[C:27]([Cl:28])=[CH:26][CH:25]=[CH:24][N:23]=1, predict the reaction product. The product is: [Cl:28][C:27]1[C:22]([N:8]2[CH2:9][CH2:10][C:5]3[C:4](=[O:11])[NH:3][CH:2]=[N:1][C:6]=3[CH2:7]2)=[N:23][CH:24]=[CH:25][CH:26]=1. (7) Given the reactants [C:1]([C:3]1[CH:20]=[CH:19][C:6]([O:7][CH2:8][C@@H:9]([NH:11][C:12](=[O:18])[O:13][C:14]([CH3:17])([CH3:16])[CH3:15])[CH3:10])=[CH:5][C:4]=1[F:21])#[CH:2].Br[C:23]1[CH:28]=[CH:27][C:26]([O:29][CH2:30][CH3:31])=[CH:25][N:24]=1.C(N(CC)CC)C, predict the reaction product. The product is: [CH2:30]([O:29][C:26]1[CH:27]=[CH:28][C:23]([C:2]#[C:1][C:3]2[CH:20]=[CH:19][C:6]([O:7][CH2:8][C@@H:9]([NH:11][C:12](=[O:18])[O:13][C:14]([CH3:17])([CH3:16])[CH3:15])[CH3:10])=[CH:5][C:4]=2[F:21])=[N:24][CH:25]=1)[CH3:31]. (8) Given the reactants [NH2:1][C:2]1[CH:3]=[C:4]([OH:12])[C:5](=[CH:10][CH:11]=1)[C:6]([O:8][CH3:9])=[O:7].[O:13]([C:20]1[CH:25]=[CH:24][C:23]([S:26](Cl)(=[O:28])=[O:27])=[CH:22][CH:21]=1)[C:14]1[CH:19]=[CH:18][CH:17]=[CH:16][CH:15]=1, predict the reaction product. The product is: [OH:12][C:4]1[CH:3]=[C:2]([NH:1][S:26]([C:23]2[CH:22]=[CH:21][C:20]([O:13][C:14]3[CH:19]=[CH:18][CH:17]=[CH:16][CH:15]=3)=[CH:25][CH:24]=2)(=[O:28])=[O:27])[CH:11]=[CH:10][C:5]=1[C:6]([O:8][CH3:9])=[O:7]. (9) Given the reactants C([O:8][C:9]1[C:10](=[O:17])[N:11]([CH3:16])[CH:12]=[C:13](Br)[CH:14]=1)C1C=CC=CC=1.[Cl:18][C:19]1[CH:24]=[CH:23][CH:22]=[C:21]([Cl:25])[C:20]=1B(O)O.C([O-])([O-])=O.[Cs+].[Cs+].[H][H], predict the reaction product. The product is: [Cl:18][C:19]1[CH:20]=[C:21]([Cl:25])[CH:22]=[CH:23][C:24]=1[C:13]1[CH:14]=[C:9]([OH:8])[C:10](=[O:17])[N:11]([CH3:16])[CH:12]=1. (10) Given the reactants I[C:2]1[CH:7]=[C:6]([O:8][CH3:9])[N:5]2[CH:10]=[CH:11][N:12]=[C:4]2[CH:3]=1.[C:13]1(B(O)O)[CH:18]=[CH:17][CH:16]=[CH:15][CH:14]=1.C(=O)([O-])[O-].[Na+].[Na+].O1CCOCC1, predict the reaction product. The product is: [CH3:9][O:8][C:6]1[N:5]2[CH:10]=[CH:11][N:12]=[C:4]2[CH:3]=[C:2]([C:13]2[CH:18]=[CH:17][CH:16]=[CH:15][CH:14]=2)[CH:7]=1.